From a dataset of Reaction yield outcomes from USPTO patents with 853,638 reactions. Predict the reaction yield, written as a fraction of the theoretical maximum amount of product (1.0 means a 100% yield; for example, 0.34 means a 34% yield). (1) The reactants are [Cl-].O[NH3+:3].[C:4](=[O:7])([O-])[OH:5].[Na+].CS(C)=O.[O:13]=[C:14]1[C:19]([CH2:20][C:21]2[CH:26]=[CH:25][C:24]([C:27]3[C:28]([C:33]#[N:34])=[CH:29][CH:30]=[CH:31][CH:32]=3)=[CH:23][CH:22]=2)=[C:18]([CH2:35][CH2:36][CH3:37])[N:17]2[N:38]=[CH:39][N:40]=[C:16]2[N:15]1[C:41]1[CH:46]=[CH:45][CH:44]=[CH:43][CH:42]=1. The catalyst is C(OCC)(=O)C. The product is [O:7]=[C:4]1[O:5][N:3]=[C:33]([C:28]2[CH:29]=[CH:30][CH:31]=[CH:32][C:27]=2[C:24]2[CH:23]=[CH:22][C:21]([CH2:20][C:19]3[C:14](=[O:13])[N:15]([C:41]4[CH:42]=[CH:43][CH:44]=[CH:45][CH:46]=4)[C:16]4[N:17]([N:38]=[CH:39][N:40]=4)[C:18]=3[CH2:35][CH2:36][CH3:37])=[CH:26][CH:25]=2)[NH:34]1. The yield is 0.440. (2) The reactants are C(NC(C)C)(C)C.C([Li])CCC.[CH3:13][O:14][C:15](=[O:27])[CH2:16][C:17]1[CH:22]=[CH:21][C:20]([S:23]([CH3:26])(=[O:25])=[O:24])=[CH:19][CH:18]=1.I[CH2:29][CH:30]1[CH2:34][CH2:33][CH2:32][CH2:31]1. The catalyst is O1CCCC1.CN1CCCN(C)C1=O. The product is [CH3:13][O:14][C:15](=[O:27])[CH:16]([C:17]1[CH:18]=[CH:19][C:20]([S:23]([CH3:26])(=[O:24])=[O:25])=[CH:21][CH:22]=1)[CH2:29][CH:30]1[CH2:34][CH2:33][CH2:32][CH2:31]1. The yield is 0.680.